From a dataset of Forward reaction prediction with 1.9M reactions from USPTO patents (1976-2016). Predict the product of the given reaction. (1) Given the reactants [C:1]([O-:4])(=[O:3])[CH3:2].[NH2+]1CCCCC1.[CH:11](=O)[CH2:12][CH2:13][CH2:14][CH2:15][C:16]#[C:17][CH3:18].C(O)(=O)CC(O)=O.O, predict the reaction product. The product is: [C:1]([OH:4])(=[O:3])[CH2:2]/[CH:18]=[CH:17]/[CH2:16][CH2:15][CH2:14][C:13]#[C:12][CH3:11]. (2) Given the reactants [NH:1]1[C:9]2[C:4](=[CH:5][CH:6]=[CH:7][CH:8]=2)[C:3]([C:10]([O:12][CH3:13])=[O:11])=[N:2]1.C(=O)([O-])[O-].[K+].[K+].Br[CH:21]([C:23]1[CH:28]=[CH:27][CH:26]=[CH:25][CH:24]=1)[CH3:22].O, predict the reaction product. The product is: [C:23]1([CH:21]([N:1]2[C:9]3[C:4](=[CH:5][CH:6]=[CH:7][CH:8]=3)[C:3]([C:10]([O:12][CH3:13])=[O:11])=[N:2]2)[CH3:22])[CH:28]=[CH:27][CH:26]=[CH:25][CH:24]=1. (3) Given the reactants [CH2:1]=[CH:2][CH:3]([SH:14])[CH2:4][CH2:5][CH2:6][CH2:7][CH2:8][CH2:9][CH2:10][CH2:11][CH2:12][CH3:13].[S:15]1[C:19]2[CH:20]=[CH:21][CH:22]=[CH:23][C:18]=2[N:17]=[C:16]1[S:24][S:24][C:16]1[S:15][C:19]2[CH:20]=[CH:21][CH:22]=[CH:23][C:18]=2[N:17]=1, predict the reaction product. The product is: [CH2:1]=[CH:2][CH:3]([S:14][S:24][C:16]1[S:15][C:19]2[CH:20]=[CH:21][CH:22]=[CH:23][C:18]=2[N:17]=1)[CH2:4][CH2:5][CH2:6][CH2:7][CH2:8][CH2:9][CH2:10][CH2:11][CH2:12][CH3:13].